From a dataset of Full USPTO retrosynthesis dataset with 1.9M reactions from patents (1976-2016). Predict the reactants needed to synthesize the given product. Given the product [Cl:28][C:17]1[CH:16]=[C:15]([CH:20]=[CH:19][C:18]=1[NH:21][C:22]([NH:24][CH:25]1[CH2:26][CH2:27]1)=[O:23])[O:14][C:6]1[C:5]2[C:10](=[CH:11][C:12]([O:13][CH2:30][CH:31]3[CH2:36][CH2:35][N:34]([C:37]([O:39][C:40]([CH3:41])([CH3:43])[CH3:42])=[O:38])[CH2:33][CH2:32]3)=[C:3]([C:1]#[N:2])[CH:4]=2)[N:9]=[CH:8][CH:7]=1, predict the reactants needed to synthesize it. The reactants are: [C:1]([C:3]1[CH:4]=[C:5]2[C:10](=[CH:11][C:12]=1[OH:13])[N:9]=[CH:8][CH:7]=[C:6]2[O:14][C:15]1[CH:20]=[CH:19][C:18]([NH:21][C:22]([NH:24][CH:25]2[CH2:27][CH2:26]2)=[O:23])=[C:17]([Cl:28])[CH:16]=1)#[N:2].Br[CH2:30][CH:31]1[CH2:36][CH2:35][N:34]([C:37]([O:39][C:40]([CH3:43])([CH3:42])[CH3:41])=[O:38])[CH2:33][CH2:32]1.